Dataset: Human liver microsome stability data. Task: Regression/Classification. Given a drug SMILES string, predict its absorption, distribution, metabolism, or excretion properties. Task type varies by dataset: regression for continuous measurements (e.g., permeability, clearance, half-life) or binary classification for categorical outcomes (e.g., BBB penetration, CYP inhibition). Dataset: hlm. The molecule is CC(C)(C(=O)O)c1ccc(-c2ccc(C#N)cn2)cc1. The result is 0 (unstable in human liver microsomes).